This data is from Catalyst prediction with 721,799 reactions and 888 catalyst types from USPTO. The task is: Predict which catalyst facilitates the given reaction. (1) Reactant: C[Si]([Br:5])(C)C.[Cl:6][C:7]1[C:8]([C:15]2[S:16][C:17]3[C:18](Cl)=[N:19][CH:20]=[C:21]([F:24])[C:22]=3[N:23]=2)=[C:9]([CH:12]=[CH:13][CH:14]=1)[C:10]#[N:11].C(=O)(O)[O-].[Na+]. Product: [Br:5][C:18]1[C:17]2[S:16][C:15]([C:8]3[C:7]([Cl:6])=[CH:14][CH:13]=[CH:12][C:9]=3[C:10]#[N:11])=[N:23][C:22]=2[C:21]([F:24])=[CH:20][N:19]=1. The catalyst class is: 397. (2) Reactant: [CH2:1]([N:3]1[C:13]2[C:12](=[O:14])[N:9]([CH2:10]Cl)[C:8](=[O:15])[N:7]([CH3:16])[C:6]=2[N:5]=[CH:4]1)[CH3:2].O1CCCC1.[Cl:22][C:23]1[CH:28]=[CH:27][CH:26]=[CH:25][C:24]=1[N:29]1[CH2:34][CH2:33][NH:32][CH2:31][CH2:30]1.C(=O)([O-])[O-].[Na+].[Na+]. Product: [CH3:16][N:7]1[C:8](=[O:15])[N:9]([CH3:10])[C:12](=[O:14])[C:13]2[N:3]([CH2:1][CH2:2][N:32]3[CH2:31][CH2:30][N:29]([C:24]4[C:23]([Cl:22])=[CH:28][CH:27]=[CH:26][CH:25]=4)[CH2:34][CH2:33]3)[CH:4]=[N:5][C:6]1=2. The catalyst class is: 357. (3) Reactant: [C:1]([C:4]1[CH:9]=[CH:8][C:7]([C:10]2[C:11]3[N:12]([C:23](=[O:37])[N:24]([CH2:26][C:27]4[CH:28]=[N:29][C:30]([C:33]([F:36])([F:35])[F:34])=[CH:31][CH:32]=4)[N:25]=3)[CH:13]=[CH:14][C:15]=2[C:16]2[CH:21]=[CH:20][C:19]([Cl:22])=[CH:18][CH:17]=2)=[CH:6][CH:5]=1)(=O)[CH3:2].Cl.[NH2:39][OH:40]. Product: [Cl:22][C:19]1[CH:18]=[CH:17][C:16]([C:15]2[CH:14]=[CH:13][N:12]3[C:23](=[O:37])[N:24]([CH2:26][C:27]4[CH:28]=[N:29][C:30]([C:33]([F:35])([F:34])[F:36])=[CH:31][CH:32]=4)[N:25]=[C:11]3[C:10]=2[C:7]2[CH:8]=[CH:9][C:4]([C:1](=[N:39][OH:40])[CH3:2])=[CH:5][CH:6]=2)=[CH:21][CH:20]=1. The catalyst class is: 20. (4) Reactant: [C:1]1(=O)[NH:5][C:4](=[O:6])[C:3]2=[CH:7][CH:8]=[CH:9][CH:10]=[C:2]12.Cl.[Sn]. Product: [C:4]1(=[O:6])[C:3]2[C:2](=[CH:10][CH:9]=[CH:8][CH:7]=2)[CH2:1][NH:5]1. The catalyst class is: 15. (5) Reactant: [F:1][C:2]1[CH:7]=[CH:6][CH:5]=[CH:4][C:3]=1[C:8]1[C:17]([CH2:18][NH2:19])=[CH:16][C:15]2[C:10](=[C:11]([CH3:20])[CH:12]=[CH:13][CH:14]=2)[N:9]=1.[H-].[Na+].[I:23][C:24]1[C:32]2[C:27](=[N:28][CH:29]=[N:30][C:31]=2N)[NH:26][N:25]=1. Product: [F:1][C:2]1[CH:7]=[CH:6][CH:5]=[CH:4][C:3]=1[C:8]1[C:17]([CH2:18][N:19]2[C:31]3=[N:30][CH:29]=[N:28][C:27]([NH2:26])=[C:32]3[C:24]([I:23])=[N:25]2)=[CH:16][C:15]2[C:10](=[C:11]([CH3:20])[CH:12]=[CH:13][CH:14]=2)[N:9]=1. The catalyst class is: 3.